From a dataset of Full USPTO retrosynthesis dataset with 1.9M reactions from patents (1976-2016). Predict the reactants needed to synthesize the given product. (1) Given the product [CH3:32][S:33]([C:36]1[CH:41]=[CH:40][C:39]([C:8]2[CH:9]=[C:10]3[CH2:31][C:15]4([CH2:30][C:17]5([CH2:18][CH2:19][N:20]([C:23]([O:25][C:26]([CH3:27])([CH3:29])[CH3:28])=[O:24])[CH2:21][CH2:22]5)[CH2:16]4)[O:14][C:11]3=[CH:12][N:13]=2)=[CH:38][CH:37]=1)(=[O:35])=[O:34], predict the reactants needed to synthesize it. The reactants are: C([O-])([O-])=O.[Na+].[Na+].Cl[C:8]1[CH:9]=[C:10]2[CH2:31][C:15]3([CH2:30][C:17]4([CH2:22][CH2:21][N:20]([C:23]([O:25][C:26]([CH3:29])([CH3:28])[CH3:27])=[O:24])[CH2:19][CH2:18]4)[CH2:16]3)[O:14][C:11]2=[CH:12][N:13]=1.[CH3:32][S:33]([C:36]1[CH:41]=[CH:40][C:39](B(O)O)=[CH:38][CH:37]=1)(=[O:35])=[O:34].O1CCOCC1. (2) Given the product [C:20]([O:24][C:25](=[O:34])[NH:26][C@H:27]([C@H:29]1[CH2:33][CH2:32][N:31]([C:7]2[C:6]([CH3:15])=[C:5]3[C:10]([C:11](=[O:12])[N:2]([NH2:1])[C:3](=[O:19])[N:4]3[CH:16]3[CH2:18][CH2:17]3)=[CH:9][C:8]=2[F:13])[CH2:30]1)[CH3:28])([CH3:21])([CH3:22])[CH3:23], predict the reactants needed to synthesize it. The reactants are: [NH2:1][N:2]1[C:11](=[O:12])[C:10]2[C:5](=[C:6]([CH3:15])[C:7](F)=[C:8]([F:13])[CH:9]=2)[N:4]([CH:16]2[CH2:18][CH2:17]2)[C:3]1=[O:19].[C:20]([O:24][C:25](=[O:34])[NH:26][C@H:27]([C@H:29]1[CH2:33][CH2:32][NH:31][CH2:30]1)[CH3:28])([CH3:23])([CH3:22])[CH3:21].C(N(CC)CC)C.N1CCCC1.